Dataset: Reaction yield outcomes from USPTO patents with 853,638 reactions. Task: Predict the reaction yield, written as a fraction of the theoretical maximum amount of product (1.0 means a 100% yield; for example, 0.34 means a 34% yield). (1) The reactants are [Cl:1][C:2]1[N:7]=[N:6][C:5]([NH:8][C@@H:9]2[CH2:13][CH2:12][NH:11][CH2:10]2)=[CH:4][CH:3]=1.[F:14][C:15]1[CH:23]=[CH:22][C:21]([CH:24]=[O:25])=[CH:20][C:16]=1[C:17](O)=[O:18].F[P-](F)(F)(F)(F)F.N1(OC(N(C)C)=[N+](C)C)C2C=CC=CC=2N=N1.C(N(CC)C(C)C)(C)C. No catalyst specified. The product is [Cl:1][C:2]1[N:7]=[N:6][C:5]([NH:8][C@@H:9]2[CH2:13][CH2:12][N:11]([C:17]([C:16]3[CH:20]=[C:21]([CH:22]=[CH:23][C:15]=3[F:14])[CH:24]=[O:25])=[O:18])[CH2:10]2)=[CH:4][CH:3]=1. The yield is 0.510. (2) The reactants are Cl.[CH2:2]([N:4](CC)CC)[CH3:3].[Cl:9][C:10]1[CH:11]=[C:12]([N:17]2[C:21]3=[N:22][CH:23]=[C:24]([S:25](Cl)(=[O:27])=[O:26])[N:20]3[C@:19]([CH3:41])([CH2:29][C:30]3[CH:35]=[CH:34][C:33]([O:36][C:37]([F:40])([F:39])[F:38])=[CH:32][CH:31]=3)[C:18]2=[O:42])[CH:13]=[C:14]([Cl:16])[CH:15]=1.CCO[C:46]([CH3:48])=[O:47].C[N:50]([CH:52]=[O:53])C. The catalyst is O1CCOCC1.C(Cl)Cl. The product is [Cl:9][C:10]1[CH:11]=[C:12]([N:17]2[C:21]3=[N:22][CH:23]=[C:24]([S:25]([NH:4][C@@H:2]([CH3:3])[C:52]([NH:50][CH2:48][CH2:46][OH:47])=[O:53])(=[O:27])=[O:26])[N:20]3[C@:19]([CH3:41])([CH2:29][C:30]3[CH:35]=[CH:34][C:33]([O:36][C:37]([F:40])([F:39])[F:38])=[CH:32][CH:31]=3)[C:18]2=[O:42])[CH:13]=[C:14]([Cl:16])[CH:15]=1. The yield is 0.810. (3) The reactants are C([O:3][CH:4](OCC)[C:5]1[N:9]([CH3:10])[N:8]=[C:7]([C:11]2[CH:16]=[CH:15][CH:14]=[C:13]([F:17])[CH:12]=2)[N:6]=1)C.[ClH:21]. No catalyst specified. The product is [OH2:3].[OH2:3].[ClH:21].[F:17][C:13]1[CH:12]=[C:11]([C:7]2[N:6]=[C:5]([CH:4]=[O:3])[N:9]([CH3:10])[N:8]=2)[CH:16]=[CH:15][CH:14]=1. The yield is 0.470. (4) The reactants are C1O[C:8]2[CH:7]=[CH:6][C:5]([N+:10]([O-:12])=[O:11])=[CH:4][C:3]=2[O:2]1.[C-:13]#[N:14].[Na+].O.[OH-].[Na+]. The catalyst is CN(P(N(C)C)(N(C)C)=O)C. The product is [C:13]([C:8]1[CH:7]=[CH:6][C:5]([N+:10]([O-:12])=[O:11])=[CH:4][C:3]=1[OH:2])#[N:14]. The yield is 0.640. (5) The reactants are [C:1]([NH:8][CH2:9][CH2:10][CH2:11][OH:12])([O:3][C:4]([CH3:7])([CH3:6])[CH3:5])=[O:2].CC(OI1(OC(C)=O)(OC(C)=O)OC(=O)C2C=CC=CC1=2)=O.[O-]S([O-])(=S)=O.[Na+].[Na+]. The catalyst is O.CCOCC.C([O-])(O)=O.[Na+]. The product is [C:1]([NH:8][CH2:9][CH2:10][CH:11]=[O:12])([O:3][C:4]([CH3:5])([CH3:6])[CH3:7])=[O:2]. The yield is 0.856. (6) The reactants are [CH3:1][O:2][C:3](=[O:17])[CH:4]([NH:7][C:8](=[O:16])[C:9]1[CH:14]=[CH:13][CH:12]=[C:11]([Cl:15])[CH:10]=1)[CH2:5]O.BrC(Cl)(Cl)Cl.C1CCN2C(=NCCC2)CC1. The catalyst is C(Cl)Cl. The product is [CH3:1][O:2][C:3]([C:4]1[N:7]=[C:8]([C:9]2[CH:14]=[CH:13][CH:12]=[C:11]([Cl:15])[CH:10]=2)[O:16][CH:5]=1)=[O:17]. The yield is 0.590. (7) The reactants are [Cl:1][C:2]1[CH:7]=[CH:6][C:5]([C:8]2[C:16]([C:17](=[N:21][OH:22])[CH:18]([CH3:20])[CH3:19])=[C:11]3[CH:12]=[CH:13][CH:14]=[CH:15][N:10]3[N:9]=2)=[CH:4][CH:3]=1.C[Si]([N:27]=[C:28]=[O:29])(C)C.N1C=CC=CC=1. The catalyst is C1COCC1. The product is [C:28]([O:22][N:21]=[C:17]([C:16]1[C:8]([C:5]2[CH:6]=[CH:7][C:2]([Cl:1])=[CH:3][CH:4]=2)=[N:9][N:10]2[CH:15]=[CH:14][CH:13]=[CH:12][C:11]=12)[CH:18]([CH3:19])[CH3:20])(=[O:29])[NH2:27]. The yield is 0.696.